From a dataset of Forward reaction prediction with 1.9M reactions from USPTO patents (1976-2016). Predict the product of the given reaction. (1) Given the reactants [NH2:1][C@@H:2]([CH2:6][O:7][CH2:8][CH3:9])[C:3]([OH:5])=[O:4].C(=O)(O)[O-].[Na+].[C:15](ON1C(=O)CCC1=O)([O:17][CH2:18][CH:19]1[C:31]2[C:26](=[CH:27][CH:28]=[CH:29][CH:30]=2)[C:25]2[C:20]1=[CH:21][CH:22]=[CH:23][CH:24]=2)=[O:16], predict the reaction product. The product is: [CH:30]1[C:31]2[CH:19]([CH2:18][O:17][C:15]([NH:1][C@@H:2]([CH2:6][O:7][CH2:8][CH3:9])[C:3]([OH:5])=[O:4])=[O:16])[C:20]3[C:25](=[CH:24][CH:23]=[CH:22][CH:21]=3)[C:26]=2[CH:27]=[CH:28][CH:29]=1. (2) Given the reactants [N:1]12[CH2:8][CH2:7][CH:4]([CH2:5][CH2:6]1)[C@@H:3]([NH:9][C:10]([C:12]1[S:13][C:14](Br)=[CH:15][CH:16]=1)=[O:11])[CH2:2]2.[C:18]([C:20]1[CH:21]=[C:22](B(O)O)[CH:23]=[CH:24][CH:25]=1)#[N:19].C(=O)([O-])[O-].[Na+].[Na+].Cl, predict the reaction product. The product is: [N:1]12[CH2:8][CH2:7][CH:4]([CH2:5][CH2:6]1)[C@@H:3]([NH:9][C:10]([C:12]1[S:13][C:14]([C:24]3[CH:23]=[CH:22][CH:21]=[C:20]([C:18]#[N:19])[CH:25]=3)=[CH:15][CH:16]=1)=[O:11])[CH2:2]2. (3) Given the reactants [C:1]1([C:15]2[CH:20]=[CH:19][CH:18]=[CH:17][CH:16]=2)[CH:6]=[CH:5][CH:4]=[CH:3][C:2]=1[CH2:7][N:8]1[C:12]([CH3:13])=[CH:11][C:10]([NH2:14])=[N:9]1.Cl.CN(C)CCCN=C=NCC.O.ON1C2C=CC=CC=2N=N1.C(N(C(C)C)CC)(C)C.[CH3:53][C:54]([O:57][C:58]([N:60]1[CH2:69][CH2:68][C:67]2[C:62](=[CH:63][CH:64]=[C:65]([C:70](O)=[O:71])[CH:66]=2)[CH2:61]1)=[O:59])([CH3:56])[CH3:55], predict the reaction product. The product is: [C:1]1([C:15]2[CH:16]=[CH:17][CH:18]=[CH:19][CH:20]=2)[CH:6]=[CH:5][CH:4]=[CH:3][C:2]=1[CH2:7][N:8]1[C:12]([CH3:13])=[CH:11][C:10]([NH:14][C:70]([C:65]2[CH:66]=[C:67]3[C:62](=[CH:63][CH:64]=2)[CH2:61][N:60]([C:58]([O:57][C:54]([CH3:56])([CH3:55])[CH3:53])=[O:59])[CH2:69][CH2:68]3)=[O:71])=[N:9]1. (4) Given the reactants C1(N2C(=O)N=NC2=O)C=CC=CC=1.[Si:14]([O:21][C@@H:22]1[C@@:39]2([CH3:40])[C:26](=[CH:27][CH:28]=[C:29]3[C@@H:38]2[CH2:37][CH2:36][C@@:34]2([CH3:35])[C@H:30]3[CH2:31][CH2:32][C@@H:33]2[CH2:41][OH:42])[CH2:25][C@@H:24]([O:43][Si:44]([C:47]([CH3:50])([CH3:49])[CH3:48])([CH3:46])[CH3:45])[CH2:23]1)([C:17]([CH3:20])([CH3:19])[CH3:18])([CH3:16])[CH3:15], predict the reaction product. The product is: [Si:14]([O:21][C@@H:22]1[C@@:39]2([CH3:40])[C:26](=[CH:27][CH:28]=[C:29]3[C@@H:38]2[CH2:37][CH2:36][C@@:34]2([CH3:35])[C@H:30]3[CH2:31][CH2:32][C@@H:33]2[CH2:41][OH:42])[CH2:25][C@@H:24]([O:43][Si:44]([C:47]([CH3:50])([CH3:49])[CH3:48])([CH3:45])[CH3:46])[CH2:23]1)([C:17]([CH3:20])([CH3:19])[CH3:18])([CH3:16])[CH3:15]. (5) Given the reactants [N-:1]=[N+:2]=[N-:3].[Na+].[F:5][C:6]1[CH:7]=[C:8]([CH:11]=[CH:12][C:13]=1[CH2:14]Br)[C:9]#[N:10], predict the reaction product. The product is: [F:5][C:6]1[CH:7]=[C:8]([CH:11]=[CH:12][C:13]=1[CH2:14][N:1]=[N+:2]=[N-:3])[C:9]#[N:10]. (6) Given the reactants [CH:1]([N:4]1[C:9](=[O:10])[CH:8]=[CH:7][C:6]([CH2:11][C:12](=[O:19])[C:13]2[CH:18]=[CH:17][CH:16]=[CH:15][CH:14]=2)=[N:5]1)([CH3:3])[CH3:2].[H-].[Na+].[CH2:22]([O:24][C:25](=[O:29])[CH2:26][CH2:27]Br)[CH3:23].Cl, predict the reaction product. The product is: [CH:1]([N:4]1[C:9](=[O:10])[CH:8]=[CH:7][C:6]([CH:11]([C:12](=[O:19])[C:13]2[CH:14]=[CH:15][CH:16]=[CH:17][CH:18]=2)[CH2:27][CH2:26][C:25]([O:24][CH2:22][CH3:23])=[O:29])=[N:5]1)([CH3:3])[CH3:2]. (7) Given the reactants [C:1]([O:5][C:6]([NH:8][CH:9]1[CH2:13][CH2:12][N:11]([S:14]([C:17]2[C:18]3[C:19](Br)=[CH:20][N:21]=[CH:22][C:23]=3[CH:24]=[CH:25][CH:26]=2)(=[O:16])=[O:15])[CH2:10]1)=[O:7])([CH3:4])([CH3:3])[CH3:2].C[O-].[Na+].O.[C:32](OCC)(=[O:34])C, predict the reaction product. The product is: [C:1]([O:5][C:6]([NH:8][CH:9]1[CH2:13][CH2:12][N:11]([S:14]([C:17]2[C:18]3[C:19]([O:34][CH3:32])=[CH:20][N:21]=[CH:22][C:23]=3[CH:24]=[CH:25][CH:26]=2)(=[O:16])=[O:15])[CH2:10]1)=[O:7])([CH3:4])([CH3:3])[CH3:2].